Dataset: Serine/threonine kinase 33 screen with 319,792 compounds. Task: Binary Classification. Given a drug SMILES string, predict its activity (active/inactive) in a high-throughput screening assay against a specified biological target. (1) The drug is o1c2c(c(CNc3cc(OC)ccc3)cc1=O)cc(O)c(c2)c1ccccc1. The result is 0 (inactive). (2) The compound is Clc1n(nc(c1/C=N\NC(=O)c1cccnc1)C)Cc1ccc(Cl)cc1. The result is 0 (inactive). (3) The molecule is s1c2c(CCN(C2)C)c2c1nc(SCC(=O)c1ccccc1)n(c2=O)CC. The result is 0 (inactive). (4) The molecule is O(c1c(cccc1OC)C(=O)Nc1cccnc1)C. The result is 0 (inactive). (5) The compound is O=C(N(Cc1ccccc1)Cc1ccccc1)CCC(O)=O. The result is 0 (inactive). (6) The compound is O=C(N1CCCCC1)CCCN1C(=O)c2c(C1=O)cccc2. The result is 0 (inactive). (7) The compound is o1c(nnc1c1ccccc1)c1cc(OC)c(OC)c(OC)c1. The result is 0 (inactive). (8) The compound is O1c2c(OC1)cc([N+]([O-])=O)c(c2)/C=N\c1ccccc1. The result is 0 (inactive). (9) The drug is Brc1oc(C(=O)Nc2cc(c3nc4n(c3)cccn4)ccc2)cc1. The result is 1 (active). (10) The drug is s1n(c(N)c(c1=N)C#N)CC=C. The result is 0 (inactive).